From a dataset of Experimental lipophilicity measurements (octanol/water distribution) for 4,200 compounds from AstraZeneca. Regression/Classification. Given a drug SMILES string, predict its absorption, distribution, metabolism, or excretion properties. Task type varies by dataset: regression for continuous measurements (e.g., permeability, clearance, half-life) or binary classification for categorical outcomes (e.g., BBB penetration, CYP inhibition). For this dataset (lipophilicity_astrazeneca), we predict Y. The drug is CN(C)c1cccc2c(S(=O)(=O)Nc3cnccn3)cccc12. The Y is 0.900 logD.